Dataset: Full USPTO retrosynthesis dataset with 1.9M reactions from patents (1976-2016). Task: Predict the reactants needed to synthesize the given product. Given the product [CH3:29][N:6]1[CH2:7][CH2:8][N:3]([CH2:9][CH:10]([C:22]2([OH:28])[CH2:27][CH2:26][CH2:25][CH2:24][CH2:23]2)[C:11]2[CH:16]=[CH:15][CH:14]=[C:13]([O:17][C:18]([F:21])([F:20])[F:19])[CH:12]=2)[CH2:4][CH2:5]1, predict the reactants needed to synthesize it. The reactants are: Cl.Cl.[N:3]1([CH2:9][CH:10]([C:22]2([OH:28])[CH2:27][CH2:26][CH2:25][CH2:24][CH2:23]2)[C:11]2[CH:16]=[CH:15][CH:14]=[C:13]([O:17][C:18]([F:21])([F:20])[F:19])[CH:12]=2)[CH2:8][CH2:7][NH:6][CH2:5][CH2:4]1.[CH2:29]=O.O.[OH-].[Na+].